This data is from Reaction yield outcomes from USPTO patents with 853,638 reactions. The task is: Predict the reaction yield, written as a fraction of the theoretical maximum amount of product (1.0 means a 100% yield; for example, 0.34 means a 34% yield). The reactants are [Cl:1][C:2]1[CH:3]=[C:4]([NH:13][CH:14]2[CH2:19][CH2:18][O:17][CH2:16][CH2:15]2)[C:5]([CH3:12])=[C:6]([CH:11]=1)[C:7]([O:9][CH3:10])=[O:8].[C:20](=O)([O-])[O-].[Cs+].[Cs+].CI. The catalyst is C(#N)C. The product is [Cl:1][C:2]1[CH:3]=[C:4]([N:13]([CH3:20])[CH:14]2[CH2:19][CH2:18][O:17][CH2:16][CH2:15]2)[C:5]([CH3:12])=[C:6]([CH:11]=1)[C:7]([O:9][CH3:10])=[O:8]. The yield is 0.650.